This data is from Forward reaction prediction with 1.9M reactions from USPTO patents (1976-2016). The task is: Predict the product of the given reaction. Given the reactants [F-].C([N+](CCCC)(CCCC)CCCC)CCC.[F:19][C:20]1[CH:21]=[C:22]2[CH:28]=[CH:27][N:26]([Si](C(C)C)(C(C)C)C(C)C)[C:23]2=[N:24][CH:25]=1, predict the reaction product. The product is: [F:19][C:20]1[CH:21]=[C:22]2[CH:28]=[CH:27][NH:26][C:23]2=[N:24][CH:25]=1.